This data is from Catalyst prediction with 721,799 reactions and 888 catalyst types from USPTO. The task is: Predict which catalyst facilitates the given reaction. (1) Product: [CH2:18]([N:25]1[CH2:30][C:29]2[NH:1][C:2]3[CH2:6][CH2:5][C:4](=[O:7])[C:3]=3[CH:12]([C:11]3[CH:14]=[CH:15][C:16]([F:17])=[C:9]([Cl:8])[CH:10]=3)[C:28]=2[C:27](=[O:32])[CH2:26]1)[C:19]1[CH:20]=[CH:21][CH:22]=[CH:23][CH:24]=1. Reactant: [NH2:1][C:2]1[CH2:6][CH2:5][C:4](=[O:7])[CH:3]=1.[Cl:8][C:9]1[CH:10]=[C:11]([CH:14]=[CH:15][C:16]=1[F:17])[CH:12]=O.[CH2:18]([N:25]1[CH2:30][C:29](=O)[CH2:28][C:27](=[O:32])[CH2:26]1)[C:19]1[CH:24]=[CH:23][CH:22]=[CH:21][CH:20]=1. The catalyst class is: 8. (2) Reactant: [Br:1][C:2]1[CH:3]=[C:4]2[C:8](=[N:9][CH:10]=1)[NH:7][CH:6]=[CH:5]2.CO.[C:13]([O:17][C:18](=[O:36])[N:19]([CH2:28][C:29]1[CH:34]=[CH:33][C:32]([Cl:35])=[CH:31][CH:30]=1)[C:20]1[CH:25]=[CH:24][C:23]([CH:26]=[O:27])=[CH:22][N:21]=1)([CH3:16])([CH3:15])[CH3:14].[OH-].[K+]. Product: [C:13]([O:17][C:18](=[O:36])[N:19]([C:20]1[CH:25]=[CH:24][C:23]([CH:26]([C:5]2[C:4]3[C:8](=[N:9][CH:10]=[C:2]([Br:1])[CH:3]=3)[NH:7][CH:6]=2)[OH:27])=[CH:22][N:21]=1)[CH2:28][C:29]1[CH:30]=[CH:31][C:32]([Cl:35])=[CH:33][CH:34]=1)([CH3:16])([CH3:14])[CH3:15]. The catalyst class is: 6. (3) Reactant: [OH:1][C:2]1[CH:7]=[C:6]([CH3:8])[C:5]([C:9]2[CH:14]=[CH:13][CH:12]=[C:11]([CH2:15][O:16][C:17]3[CH:22]=[CH:21][C:20]([CH2:23][CH2:24][C:25]([O:27][CH3:28])=[O:26])=[CH:19][CH:18]=3)[CH:10]=2)=[C:4]([CH3:29])[CH:3]=1.[CH2:30]([O:32][CH2:33][CH2:34]O)[CH3:31].C1(P(C2C=CC=CC=2)C2C=CC=CC=2)C=CC=CC=1.N(C(OCC)=O)=NC(OCC)=O. Product: [CH2:30]([O:32][CH2:33][CH2:34][O:1][C:2]1[CH:3]=[C:4]([CH3:29])[C:5]([C:9]2[CH:14]=[CH:13][CH:12]=[C:11]([CH2:15][O:16][C:17]3[CH:18]=[CH:19][C:20]([CH2:23][CH2:24][C:25]([O:27][CH3:28])=[O:26])=[CH:21][CH:22]=3)[CH:10]=2)=[C:6]([CH3:8])[CH:7]=1)[CH3:31]. The catalyst class is: 7.